From a dataset of Full USPTO retrosynthesis dataset with 1.9M reactions from patents (1976-2016). Predict the reactants needed to synthesize the given product. (1) Given the product [NH4+:3].[OH-:27].[Cl:22][C:17]1[CH:16]=[C:15]([N:13]2[CH:14]=[C:10]([N:3]3[CH:7]=[CH:6][N:5]=[CH:4]3)[C:11]([CH3:23])=[N:12]2)[CH:20]=[CH:19][C:18]=1[Cl:21], predict the reactants needed to synthesize it. The reactants are: [H-].[Na+].[NH:3]1[CH:7]=[CH:6][N:5]=[CH:4]1.ClC[C:10]1[CH:11]=[N:12][N:13]([C:15]2[CH:20]=[CH:19][C:18]([Cl:21])=[C:17]([Cl:22])[CH:16]=2)[CH:14]=1.[CH3:23]N(C=[O:27])C. (2) Given the product [NH2:1][C:2]1[N:6]([C@@H:7]2[CH2:12][CH2:11][C@H:10]([CH3:13])[N:9]([C:39]#[N:38])[CH2:8]2)[N:5]=[C:4]([C:14]2[CH:15]=[CH:16][C:17]([O:20][C:21]3[CH:26]=[CH:25][C:24]([F:27])=[CH:23][C:22]=3[F:28])=[CH:18][CH:19]=2)[C:3]=1[C:29]([NH2:31])=[O:30], predict the reactants needed to synthesize it. The reactants are: [NH2:1][C:2]1[N:6]([C@H:7]2[CH2:12][CH2:11][C@@H:10]([CH3:13])[NH:9][CH2:8]2)[N:5]=[C:4]([C:14]2[CH:19]=[CH:18][C:17]([O:20][C:21]3[CH:26]=[CH:25][C:24]([F:27])=[CH:23][C:22]=3[F:28])=[CH:16][CH:15]=2)[C:3]=1[C:29]([NH2:31])=[O:30].C(=O)([O-])[O-].[Cs+].[Cs+].[N:38]#[C:39]Br.O. (3) Given the product [CH3:17][C:16]1[NH:19][C:11](=[O:13])[C:5]([C:6]([O:8][CH3:9])=[O:7])=[CH:4][N:18]=1, predict the reactants needed to synthesize it. The reactants are: C(O[CH:4]=[C:5]([C:11]([O:13]CC)=O)[C:6]([O:8][CH2:9]C)=[O:7])C.[C:16](=[NH:19])([NH2:18])[CH3:17].C[O-].[Na+].CO. (4) Given the product [C:1]12([CH2:11][O:12][C:13]3[C:22]([I:23])=[CH:21][C:16]([C:17]([OH:19])=[O:18])=[C:15]([F:24])[CH:14]=3)[CH2:2][CH:3]3[CH2:4][CH:5]([CH2:6][CH:7]([CH2:9]3)[CH2:8]1)[CH2:10]2, predict the reactants needed to synthesize it. The reactants are: [C:1]12([CH2:11][O:12][C:13]3[C:22]([I:23])=[CH:21][C:16]([C:17]([O:19]C)=[O:18])=[C:15]([F:24])[CH:14]=3)[CH2:10][CH:5]3[CH2:6][CH:7]([CH2:9][CH:3]([CH2:4]3)[CH2:2]1)[CH2:8]2.O.[OH-].[Li+].Cl.C(OCC)(=O)C. (5) Given the product [NH:15]([C:2]1[N:7]=[CH:6][C:5]([C:8]2([C:11]([O:13][CH3:14])=[O:12])[CH2:10][CH2:9]2)=[CH:4][CH:3]=1)[NH2:16], predict the reactants needed to synthesize it. The reactants are: Cl[C:2]1[N:7]=[CH:6][C:5]([C:8]2([C:11]([O:13][CH3:14])=[O:12])[CH2:10][CH2:9]2)=[CH:4][CH:3]=1.[NH2:15][NH2:16].